Dataset: Catalyst prediction with 721,799 reactions and 888 catalyst types from USPTO. Task: Predict which catalyst facilitates the given reaction. (1) Reactant: [CH2:1]([O:3][C:4]1[CH:5]=[CH:6][C:7]([F:13])=[C:8](B(O)O)[CH:9]=1)[CH3:2].P([O-])([O-])([O-])=O.[K+].[K+].[K+].CN(C)C=O.Cl[C:28]1[CH:35]=[CH:34][CH:33]=[CH:32][C:29]=1[C:30]#[N:31]. Product: [CH2:1]([O:3][C:4]1[CH:5]=[CH:6][C:7]([F:13])=[C:8]([C:28]2[C:29]([C:30]#[N:31])=[CH:32][CH:33]=[CH:34][CH:35]=2)[CH:9]=1)[CH3:2]. The catalyst class is: 103. (2) Reactant: [SH:1][C:2]1[N:7]=[C:6]([N:8]2[CH2:13][CH2:12][O:11][CH2:10][CH2:9]2)[C:5]2[CH2:14][O:15][C:16]([CH3:19])([CH3:18])[CH2:17][C:4]=2[C:3]=1[C:20]#[N:21].C(=O)([O-])[O-].[K+].[K+].Cl[CH2:29][C:30]([NH2:32])=[O:31]. Product: [NH2:21][C:20]1[C:3]2[C:2](=[N:7][C:6]([N:8]3[CH2:9][CH2:10][O:11][CH2:12][CH2:13]3)=[C:5]3[CH2:14][O:15][C:16]([CH3:18])([CH3:19])[CH2:17][C:4]3=2)[S:1][C:29]=1[C:30]([NH2:32])=[O:31]. The catalyst class is: 8. (3) Reactant: O[C@H:2]([C:19]1[CH:24]=[CH:23][C:22]([O:25][CH3:26])=[CH:21][C:20]=1[CH3:27])[C@@H:3]1[CH2:7][CH2:6][C:5](=[O:8])[N:4]1[CH2:9][CH2:10][NH:11][C:12](=[O:18])[O:13][C:14]([CH3:17])([CH3:16])[CH3:15].CCN(CC)CC.CS(Cl)(=O)=O.N#N. Product: [CH3:26][O:25][C:22]1[CH:23]=[CH:24][C:19]([C@H:2]2[N:11]([C:12]([O:13][C:14]([CH3:17])([CH3:16])[CH3:15])=[O:18])[CH2:10][CH2:9][N:4]3[C:5](=[O:8])[CH2:6][CH2:7][C@@H:3]23)=[C:20]([CH3:27])[CH:21]=1. The catalyst class is: 64. (4) Reactant: [Cl:1][C:2]1[N:7]=[C:6](Cl)[C:5]([N+:9]([O-:11])=[O:10])=[CH:4][N:3]=1.[CH2:12]([NH2:17])[C:13]([CH3:16])([CH3:15])[CH3:14].C(N(C(C)C)CC)(C)C. Product: [Cl:1][C:2]1[N:7]=[C:6]([NH:17][CH2:12][C:13]([CH3:16])([CH3:15])[CH3:14])[C:5]([N+:9]([O-:11])=[O:10])=[CH:4][N:3]=1. The catalyst class is: 4. (5) Reactant: [F:1][C:2]1[CH:9]=[C:8]([OH:10])[CH:7]=[CH:6][C:3]=1[C:4]#[N:5].[CH2:11](Br)[CH:12]=[CH2:13].C([O-])([O-])=O.[K+].[K+]. Product: [CH2:13]([O:10][C:8]1[CH:7]=[CH:6][C:3]([C:4]#[N:5])=[C:2]([F:1])[CH:9]=1)[CH:12]=[CH2:11]. The catalyst class is: 39. (6) Reactant: [Cl:1][C:2]1[CH:7]=[CH:6][C:5]([C:8]2[N:9]=[N:10][C:11](Cl)=[CH:12][CH:13]=2)=[CH:4][CH:3]=1.[Na+].[I-:16].Cl.N. Product: [Cl:1][C:2]1[CH:7]=[CH:6][C:5]([C:8]2[N:9]=[N:10][C:11]([I:16])=[CH:12][CH:13]=2)=[CH:4][CH:3]=1. The catalyst class is: 192. (7) Reactant: [F:1][C:2]1[CH:7]=[CH:6][C:5]([CH2:8][NH:9][C@@H:10]2[C@@H:16]3[CH2:17][CH2:18][C@@H:12]([C@@H:13]4[C@H:15]3[CH2:14]4)[C@@H:11]2[C:19](OC)=[O:20])=[CH:4][CH:3]=1.[CH3:23][S:24]([NH:27][C:28]1[CH:43]=[CH:42][C:31]2[NH:32][C:33]([CH2:38][C:39](O)=[O:40])=[N:34][S:35](=[O:37])(=[O:36])[C:30]=2[CH:29]=1)(=[O:26])=[O:25].CN1CCOCC1.Cl.CN(C)CCCN=C=NCC.C(N(CC)CC)C. Product: [F:1][C:2]1[CH:3]=[CH:4][C:5]([CH2:8][N:9]2[C:39](=[O:40])[C:38]([C:33]3[NH:32][C:31]4[CH:42]=[CH:43][C:28]([NH:27][S:24]([CH3:23])(=[O:26])=[O:25])=[CH:29][C:30]=4[S:35](=[O:37])(=[O:36])[N:34]=3)=[C:19]([OH:20])[C@@H:11]3[C@H:10]2[C@@H:16]2[CH2:17][CH2:18][C@H:12]3[C@@H:13]3[C@H:15]2[CH2:14]3)=[CH:6][CH:7]=1. The catalyst class is: 42.